From a dataset of Forward reaction prediction with 1.9M reactions from USPTO patents (1976-2016). Predict the product of the given reaction. (1) Given the reactants [Cl:1][C:2]1[CH:3]=[CH:4][C:5]([N+:8]([O-:10])=[O:9])=[N:6][CH:7]=1.[NH:11]1[CH2:16][CH2:15][NH:14][CH2:13][CH2:12]1, predict the reaction product. The product is: [ClH:1].[N+:8]([C:5]1[N:6]=[CH:7][C:2]([N:11]2[CH2:16][CH2:15][NH:14][CH2:13][CH2:12]2)=[CH:3][CH:4]=1)([O-:10])=[O:9]. (2) Given the reactants [O:1]1[CH2:5][CH2:4][C:3]([C:6]2[CH:11]=[C:10]([F:12])[C:9]([C:13]3[N:18]=[C:17]([C:19]([O:21][CH3:22])=[O:20])[CH:16]=[CH:15][C:14]=3[F:23])=[C:8]([F:24])[CH:7]=2)=[CH:2]1.O1CC=C(C2C=C(F)C(C3N=C(C(OC)=O)C=CC=3F)=C(F)C=2)C1, predict the reaction product. The product is: [F:24][C:8]1[CH:7]=[C:6]([CH:3]2[CH2:4][CH2:5][O:1][CH2:2]2)[CH:11]=[C:10]([F:12])[C:9]=1[C:13]1[N:18]=[C:17]([C:19]([O:21][CH3:22])=[O:20])[CH:16]=[CH:15][C:14]=1[F:23]. (3) Given the reactants [H-].[Na+].Br[C:4]1[CH:9]=[CH:8][C:7]([N+:10]([O-:12])=[O:11])=[CH:6][C:5]=1[O:13][CH3:14].[CH3:15][C:16]1[N:17]=[CH:18][NH:19][CH:20]=1.O, predict the reaction product. The product is: [CH3:14][O:13][C:5]1[CH:6]=[C:7]([N+:10]([O-:12])=[O:11])[CH:8]=[CH:9][C:4]=1[N:19]1[CH:20]=[C:16]([CH3:15])[N:17]=[CH:18]1. (4) Given the reactants [C:1]([C:3]1[CH:4]=[C:5]([NH:9][S:10]([C:13]2[CH:14]=[CH:15][C:16]([O:31][CH3:32])=[C:17]3[C:22]=2[O:21][CH2:20][C@H:19]([N:23](C)[C:24](=O)C(F)(F)F)[CH2:18]3)(=[O:12])=[O:11])[CH:6]=[CH:7][CH:8]=1)#[N:2].[OH-].[Na+], predict the reaction product. The product is: [C:1]([C:3]1[CH:4]=[C:5]([NH:9][S:10]([C:13]2[CH:14]=[CH:15][C:16]([O:31][CH3:32])=[C:17]3[C:22]=2[O:21][CH2:20][C@H:19]([NH:23][CH3:24])[CH2:18]3)(=[O:12])=[O:11])[CH:6]=[CH:7][CH:8]=1)#[N:2]. (5) Given the reactants [CH:1]1([C:4]2[CH:5]=[CH:6][C:7]([O:13][CH2:14][CH3:15])=[C:8]([CH:12]=2)[C:9](Cl)=O)[CH2:3][CH2:2]1.BrC1C=CC(O)=C(C=1)C(O)=O.ICC.C1(B(O)O)CC1.[Cl-].[Cl:37][C:38]1[CH:43]=[CH:42][C:41]([C:44]2([CH3:70])[C:48]([C:50]3[CH:55]=[CH:54][C:53]([Cl:56])=[CH:52][CH:51]=3)([CH3:49])[NH:47]C(C3C=CC(C(C)(C)C)=CC=3OCC)=[N:45]2)=[CH:40][CH:39]=1, predict the reaction product. The product is: [Cl:37][C:38]1[CH:43]=[CH:42][C:41]([C:44]2([CH3:70])[C:48]([C:50]3[CH:51]=[CH:52][C:53]([Cl:56])=[CH:54][CH:55]=3)([CH3:49])[NH:47][C:9]([C:8]3[CH:12]=[C:4]([CH:1]4[CH2:3][CH2:2]4)[CH:5]=[CH:6][C:7]=3[O:13][CH2:14][CH3:15])=[N:45]2)=[CH:40][CH:39]=1. (6) Given the reactants [H-].[Na+].[F:3][C:4]([F:39])([F:38])[C:5]1[CH:10]=[CH:9][C:8](/[CH:11]=[CH:12]/[C:13]2[O:14][CH:15]=[C:16]([CH2:18][O:19][C:20]3[CH:25]=[CH:24][C:23]([CH2:26][CH2:27][CH2:28][CH2:29][N:30]4[CH:34]=[CH:33][N:32]=[C:31]4[CH2:35][CH2:36][OH:37])=[CH:22][CH:21]=3)[N:17]=2)=[CH:7][CH:6]=1.[CH:40]([N:43]=[C:44]=[O:45])([CH3:42])[CH3:41].O, predict the reaction product. The product is: [CH:40]([NH:43][C:44](=[O:45])[O:37][CH2:36][CH2:35][C:31]1[N:30]([CH2:29][CH2:28][CH2:27][CH2:26][C:23]2[CH:24]=[CH:25][C:20]([O:19][CH2:18][C:16]3[N:17]=[C:13](/[CH:12]=[CH:11]/[C:8]4[CH:9]=[CH:10][C:5]([C:4]([F:38])([F:3])[F:39])=[CH:6][CH:7]=4)[O:14][CH:15]=3)=[CH:21][CH:22]=2)[CH:34]=[CH:33][N:32]=1)([CH3:42])[CH3:41].